The task is: Predict the product of the given reaction.. This data is from Forward reaction prediction with 1.9M reactions from USPTO patents (1976-2016). (1) Given the reactants [Cl:1][C:2]1[CH:3]=[C:4]2[C:12](=[CH:13][C:14]=1[Cl:15])[N:11](S(C1C=CC(C)=CC=1)(=O)=O)[C:10]1[C:9]([C:31]([F:34])([F:33])[F:32])([O:26][Si](C)(C)C)[CH:8]([F:35])[CH2:7][CH2:6][C:5]2=1.[OH-].[K+], predict the reaction product. The product is: [Cl:1][C:2]1[CH:3]=[C:4]2[C:12](=[CH:13][C:14]=1[Cl:15])[NH:11][C:10]1[C:9]([C:31]([F:32])([F:34])[F:33])([OH:26])[CH:8]([F:35])[CH2:7][CH2:6][C:5]2=1. (2) Given the reactants [NH2:1][C:2]1[N:7]=[C:6]([NH2:8])[CH:5]=[C:4]([OH:9])[N:3]=1.Cl[CH2:11][CH:12]=O.C([O-])(=O)C.[Na+].CN(C=O)C, predict the reaction product. The product is: [NH2:1][C:2]1[NH:3][C:4](=[O:9])[C:5]2[CH:12]=[CH:11][NH:8][C:6]=2[N:7]=1.